Predict hERG channel inhibition at various concentrations. From a dataset of hERG Central: cardiac toxicity at 1µM, 10µM, and general inhibition. (1) The drug is CCc1ccc(N/C(=N/c2nc(C)cc(C)n2)NC(C)=O)cc1. Results: hERG_inhib (hERG inhibition (general)): blocker. (2) Results: hERG_inhib (hERG inhibition (general)): blocker. The molecule is Cc1ccc(C(c2nnnn2Cc2cccs2)N2CCN(Cc3ccc4c(c3)OCO4)CC2)cc1. (3) The molecule is CCOC(=O)C1=CN(CC2CCCO2)C=C(C(=O)OCC)C1c1ccccc1C(F)(F)F. Results: hERG_inhib (hERG inhibition (general)): blocker. (4) The compound is CCOC(=O)Cn1c(=N)n(CCOc2ccc(OC)cc2)c2ccccc21.Cl. Results: hERG_inhib (hERG inhibition (general)): blocker. (5) The compound is COc1ccc(C(=S)N2CCOCC2)cc1OC(=O)c1ccc([N+](=O)[O-])cc1. Results: hERG_inhib (hERG inhibition (general)): blocker. (6) The drug is O=C(NCC1CCN(C(=O)c2cccc([N+](=O)[O-])c2)CC1)c1cccc([N+](=O)[O-])c1. Results: hERG_inhib (hERG inhibition (general)): blocker.